This data is from Catalyst prediction with 721,799 reactions and 888 catalyst types from USPTO. The task is: Predict which catalyst facilitates the given reaction. (1) Reactant: [I:1][C:2]1[CH:7]=[CH:6][C:5]([OH:8])=[CH:4][CH:3]=1.Cl[CH2:10][CH2:11][N:12]1[CH2:16][CH2:15][CH2:14][CH2:13]1.Cl.C([O-])([O-])=O.[K+].[K+]. Product: [I:1][C:2]1[CH:7]=[CH:6][C:5]([O:8][CH2:10][CH2:11][N:12]2[CH2:16][CH2:15][CH2:14][CH2:13]2)=[CH:4][CH:3]=1. The catalyst class is: 3. (2) Reactant: Cl[C:2]1[C:3](=[O:19])[N:4]([CH2:15][CH2:16][O:17][CH3:18])[S:5](=[O:14])(=[O:13])[C:6]=1[C:7]1[CH:12]=[CH:11][CH:10]=[CH:9][CH:8]=1.[NH2:20][C:21]1[CH:22]=[CH:23][C:24]2[O:28][C:27]([C:29](=[O:31])[CH3:30])=[CH:26][C:25]=2[CH:32]=1. Product: [C:29]([C:27]1[O:28][C:24]2[CH:23]=[CH:22][C:21]([NH:20][C:2]3[C:3](=[O:19])[N:4]([CH2:15][CH2:16][O:17][CH3:18])[S:5](=[O:14])(=[O:13])[C:6]=3[C:7]3[CH:12]=[CH:11][CH:10]=[CH:9][CH:8]=3)=[CH:32][C:25]=2[CH:26]=1)(=[O:31])[CH3:30]. The catalyst class is: 3. (3) Reactant: Cl.CO[C:4](=O)[C@@H:5]([CH2:8][SH:9])[NH:6][CH3:7].Br[CH2:12][C:13]1[CH:22]=[CH:21][C:20]2[C:15](=[CH:16][CH:17]=[CH:18][CH:19]=2)[N:14]=1.[C:23](=[O:26])(O)[O-:24].[Na+]. Product: [N:14]1[C:15]2[C:20](=[CH:19][CH:18]=[CH:17][CH:16]=2)[CH:21]=[CH:22][C:13]=1[CH2:12][N:6]([CH2:7][C:13]1[CH:22]=[CH:21][C:20]2[C:15](=[CH:16][CH:17]=[CH:18][CH:19]=2)[N:14]=1)[C@@:5]([CH3:4])([C:23]([OH:24])=[O:26])[CH2:8][SH:9]. The catalyst class is: 3. (4) Reactant: [F:1][C:2]1[CH:18]=[CH:17][CH:16]=[CH:15][C:3]=1[CH2:4][N:5]1[CH2:10][CH:9](C)[CH2:8][CH:7]([C:12](O)=O)[CH2:6]1.C1C=CC(P(N=[N+]=[N-])(C2C=CC=CC=2)=[O:26])=CC=1.CC[N:38]([CH2:41]C)CC.Cl.[N:44]1[CH:49]=[CH:48][C:47]([C:50]2[C:54]3[CH2:55][NH:56][CH2:57][CH2:58][C:53]=3[NH:52][N:51]=2)=[CH:46][CH:45]=1. Product: [F:1][C:2]1[CH:18]=[CH:17][CH:16]=[CH:15][C:3]=1[CH2:4][N:5]1[CH2:6][CH:7]([CH3:12])[CH2:8][CH:9]([NH:38][C:41]([N:56]2[CH2:57][CH2:58][C:53]3[NH:52][N:51]=[C:50]([C:47]4[CH:46]=[CH:45][N:44]=[CH:49][CH:48]=4)[C:54]=3[CH2:55]2)=[O:26])[CH2:10]1. The catalyst class is: 10. (5) Reactant: Br[CH2:2][C@H:3]1[O:7][C:6](=[O:8])[C@@H:5]([NH:9][C:10](=[O:16])[O:11][C:12]([CH3:15])([CH3:14])[CH3:13])[CH2:4]1.[N-:17]=[N+:18]=[N-:19].[Na+]. Product: [N:17]([CH2:2][C@H:3]1[O:7][C:6](=[O:8])[C@@H:5]([NH:9][C:10](=[O:16])[O:11][C:12]([CH3:15])([CH3:14])[CH3:13])[CH2:4]1)=[N+:18]=[N-:19]. The catalyst class is: 3. (6) Reactant: [CH3:1][CH:2]([C:4]1[N:8]([CH2:9][CH2:10][C@@H:11]([OH:19])[CH2:12][C@@H:13]([OH:18])[CH2:14][C:15]([O-:17])=[O:16])[C:7]([C:20]2[CH:21]=[CH:22][C:23]([F:26])=[CH:24][CH:25]=2)=[C:6]([C:27]2[CH:28]=[CH:29][CH:30]=[CH:31][CH:32]=2)[C:5]=1[C:33]([NH:35][C:36]1[CH:37]=[CH:38][CH:39]=[CH:40][CH:41]=1)=[O:34])[CH3:3].[CH3:42][CH:43]([C:45]1[N:49]([CH2:50][CH2:51][C@@H:52]([OH:60])[CH2:53][C@@H:54]([OH:59])[CH2:55][C:56]([O-:58])=[O:57])[C:48]([C:61]2[CH:62]=[CH:63][C:64]([F:67])=[CH:65][CH:66]=2)=[C:47]([C:68]2[CH:69]=[CH:70][CH:71]=[CH:72][CH:73]=2)[C:46]=1[C:74]([NH:76][C:77]1[CH:78]=[CH:79][CH:80]=[CH:81][CH:82]=1)=[O:75])[CH3:44].[Ca+2]. Product: [CH3:3][CH:2]([C:4]1[N:8]([CH2:9][CH2:10][C@@H:11]([OH:19])[CH2:12][C@@H:13]([OH:18])[CH2:14][C:15]([OH:17])=[O:16])[C:7]([C:20]2[CH:25]=[CH:24][C:23]([F:26])=[CH:22][CH:21]=2)=[C:6]([C:27]2[CH:32]=[CH:31][CH:30]=[CH:29][CH:28]=2)[C:5]=1[C:33]([NH:35][C:36]1[CH:41]=[CH:40][CH:39]=[CH:38][CH:37]=1)=[O:34])[CH3:1].[CH3:44][CH:43]([C:45]1[N:49]([CH2:50][CH2:51][C@@H:52]([OH:60])[CH2:53][C@@H:54]([OH:59])[CH2:55][C:56]([OH:58])=[O:57])[C:48]([C:61]2[CH:66]=[CH:65][C:64]([F:67])=[CH:63][CH:62]=2)=[C:47]([C:68]2[CH:73]=[CH:72][CH:71]=[CH:70][CH:69]=2)[C:46]=1[C:74]([NH:76][C:77]1[CH:82]=[CH:81][CH:80]=[CH:79][CH:78]=1)=[O:75])[CH3:42]. The catalyst class is: 13. (7) Reactant: Br[C:2]1[CH:7]=[CH:6][C:5]([CH:8]([CH3:10])[CH3:9])=[CH:4][CH:3]=1.C([Li])CCC.CCCCCC.[CH3:22][C:23]1([CH3:43])[C:27](=[O:28])[C:26]2[CH:29]=[C:30]([NH:35][C:36](=[O:42])[O:37][C:38]([CH3:41])([CH3:40])[CH3:39])[C:31]([CH3:34])=[C:32]([CH3:33])[C:25]=2[O:24]1. Product: [OH:28][C:27]1([C:2]2[CH:7]=[CH:6][C:5]([CH:8]([CH3:10])[CH3:9])=[CH:4][CH:3]=2)[C:26]2[CH:29]=[C:30]([NH:35][C:36](=[O:42])[O:37][C:38]([CH3:41])([CH3:40])[CH3:39])[C:31]([CH3:34])=[C:32]([CH3:33])[C:25]=2[O:24][C:23]1([CH3:43])[CH3:22]. The catalyst class is: 20.